This data is from Full USPTO retrosynthesis dataset with 1.9M reactions from patents (1976-2016). The task is: Predict the reactants needed to synthesize the given product. (1) Given the product [C:1]([O:5][C:6](=[O:27])[N:7]([C@H:8]1[C@H:12]([C:13]2[CH:14]=[CH:15][C:16]([Cl:19])=[CH:17][CH:18]=2)[CH2:11][N:10]([CH2:20][C:21]2[CH:22]=[CH:23][CH:24]=[CH:25][CH:26]=2)[CH2:9]1)[CH2:31][CH3:32])([CH3:4])([CH3:2])[CH3:3], predict the reactants needed to synthesize it. The reactants are: [C:1]([O:5][C:6](=[O:27])[NH:7][C@H:8]1[C@H:12]([C:13]2[CH:18]=[CH:17][C:16]([Cl:19])=[CH:15][CH:14]=2)[CH2:11][N:10]([CH2:20][C:21]2[CH:26]=[CH:25][CH:24]=[CH:23][CH:22]=2)[CH2:9]1)([CH3:4])([CH3:3])[CH3:2].[H-].[Na+].I[CH2:31][CH3:32]. (2) Given the product [Cl:12][C:7]1[CH:6]=[C:5]([C:22]2([OH:25])[CH2:23][CH2:24][N:20]([C:13]([O:15][C:16]([CH3:18])([CH3:17])[CH3:19])=[O:14])[CH2:21]2)[CH:10]=[C:9]([F:11])[CH:8]=1, predict the reactants needed to synthesize it. The reactants are: [Mg].II.Br[C:5]1[CH:10]=[C:9]([F:11])[CH:8]=[C:7]([Cl:12])[CH:6]=1.[C:13]([N:20]1[CH2:24][CH2:23][C:22](=[O:25])[CH2:21]1)([O:15][C:16]([CH3:19])([CH3:18])[CH3:17])=[O:14].C(=O)([O-])[O-].[Na+].[Na+]. (3) Given the product [Cl:11][C:5]1[C:6]([Cl:10])=[CH:7][CH:8]=[CH:9][C:4]=1[CH:3]([NH:12][C:13](=[O:19])[O:14][C:15]([CH3:16])([CH3:18])[CH3:17])[CH2:2][NH:1][C:21](=[O:22])[O:23][CH2:24][CH3:25], predict the reactants needed to synthesize it. The reactants are: [NH2:1][CH2:2][CH:3]([NH:12][C:13](=[O:19])[O:14][C:15]([CH3:18])([CH3:17])[CH3:16])[C:4]1[CH:9]=[CH:8][CH:7]=[C:6]([Cl:10])[C:5]=1[Cl:11].Cl[C:21]([O:23][CH2:24][CH3:25])=[O:22]. (4) Given the product [CH:9]1([C:13]2[CH:18]=[CH:17][C:16]([C:5]3[N:6]=[CH:7][C:2]([NH2:1])=[N:3][CH:4]=3)=[C:15]([F:22])[C:14]=2[O:23][CH3:24])[CH2:10][CH2:11][CH2:12]1, predict the reactants needed to synthesize it. The reactants are: [NH2:1][C:2]1[CH:7]=[N:6][C:5](Br)=[CH:4][N:3]=1.[CH:9]1([C:13]2[CH:18]=[CH:17][C:16](B(O)O)=[C:15]([F:22])[C:14]=2[O:23][CH3:24])[CH2:12][CH2:11][CH2:10]1.C(Cl)Cl.C([O-])([O-])=O.[K+].[K+]. (5) Given the product [NH2:1][C:2]1[C:7]2=[CH:8][CH:9]=[C:10]([C@:11]3([C:55]#[N:56])[O:15][C@H:14]([CH2:16][O:17][P@@:18]([NH:27][C@@H:28]([CH3:38])[C:29]([O:31][CH2:32][CH:33]([CH2:34][CH3:35])[CH2:36][CH3:37])=[O:30])([O:20][C:21]4[CH:22]=[CH:23][CH:24]=[CH:25][CH:26]=4)=[O:19])[C@@H:13]([OH:39])[C@H:12]3[OH:47])[N:6]2[N:5]=[CH:4][N:3]=1, predict the reactants needed to synthesize it. The reactants are: [NH2:1][C:2]1[C:7]2=[CH:8][CH:9]=[C:10]([C@:11]3([C:55]#[N:56])[O:15][C@H:14]([CH2:16][O:17][P@@:18]([NH:27][C@@H:28]([CH3:38])[C:29]([O:31][CH2:32][CH:33]([CH2:36][CH3:37])[CH2:34][CH3:35])=[O:30])([O:20][C:21]4[CH:26]=[CH:25][CH:24]=[CH:23][CH:22]=4)=[O:19])[C@@H:13]([O:39][Si](C(C)(C)C)(C)C)[C@H:12]3[O:47][Si](C(C)(C)C)(C)C)[N:6]2[N:5]=[CH:4][N:3]=1.Cl.